From a dataset of Forward reaction prediction with 1.9M reactions from USPTO patents (1976-2016). Predict the product of the given reaction. Given the reactants [C:1]([C:3]1[CH:4]=[C:5]2[C:9](=[CH:10][CH:11]=1)[NH:8][C:7](=[O:12])[CH2:6]2)#[N:2].[H-].[Na+].Cl[C:16]1[N:21]=[CH:20][N:19]=[C:18]([O:22][CH2:23][CH2:24][N:25]2[CH2:30][CH2:29][O:28][CH2:27][CH2:26]2)[CH:17]=1, predict the reaction product. The product is: [OH:12][C:7]1[NH:8][C:9]2[C:5]([C:6]=1[C:16]1[CH:17]=[C:18]([O:22][CH2:23][CH2:24][N:25]3[CH2:26][CH2:27][O:28][CH2:29][CH2:30]3)[N:19]=[CH:20][N:21]=1)=[CH:4][C:3]([C:1]#[N:2])=[CH:11][CH:10]=2.